Task: Regression. Given a peptide amino acid sequence and an MHC pseudo amino acid sequence, predict their binding affinity value. This is MHC class I binding data.. Dataset: Peptide-MHC class I binding affinity with 185,985 pairs from IEDB/IMGT (1) The peptide sequence is GPGHKARVL. The MHC is HLA-A68:02 with pseudo-sequence HLA-A68:02. The binding affinity (normalized) is 0. (2) The peptide sequence is FKPGTSGSPI. The MHC is HLA-B51:01 with pseudo-sequence HLA-B51:01. The binding affinity (normalized) is 0.200. (3) The peptide sequence is HRDGKPRYL. The MHC is HLA-A11:01 with pseudo-sequence HLA-A11:01. The binding affinity (normalized) is 0.0847. (4) The peptide sequence is KVFPYALINK. The MHC is HLA-B35:03 with pseudo-sequence HLA-B35:03. The binding affinity (normalized) is 0. (5) The peptide sequence is DENPYKTWAY. The MHC is HLA-B44:03 with pseudo-sequence HLA-B44:03. The binding affinity (normalized) is 0.801. (6) The peptide sequence is NHINVELSL. The MHC is Mamu-A07 with pseudo-sequence Mamu-A07. The binding affinity (normalized) is 0.843. (7) The peptide sequence is VEMGIKNGP. The MHC is HLA-A01:01 with pseudo-sequence HLA-A01:01. The binding affinity (normalized) is 0.0847. (8) The peptide sequence is YSDIPRLKK. The MHC is HLA-A68:02 with pseudo-sequence HLA-A68:02. The binding affinity (normalized) is 0. (9) The peptide sequence is AVREATAAF. The MHC is HLA-A69:01 with pseudo-sequence HLA-A69:01. The binding affinity (normalized) is 0.0847.